This data is from Forward reaction prediction with 1.9M reactions from USPTO patents (1976-2016). The task is: Predict the product of the given reaction. (1) The product is: [CH2:1]([C:3]1[CH:4]=[C:5]([CH2:11][C@@H:12]([NH:16][C:17]([N:19]2[CH2:20][CH2:21][CH:22]([N:25]3[CH2:31][CH2:30][C:29]4[CH:32]=[CH:33][CH:34]=[CH:35][C:28]=4[NH:27][C:26]3=[O:36])[CH2:23][CH2:24]2)=[O:18])[C:13]([N:46]2[CH2:47][CH2:48][CH:43]([CH:40]3[CH2:41][CH2:42][N:37]([CH2:49][C:50]([O:52][CH2:53][CH3:54])=[O:51])[CH2:38][CH2:39]3)[CH2:44][CH2:45]2)=[O:14])[CH:6]=[CH:7][C:8]=1[CH2:9][CH3:10])[CH3:2]. Given the reactants [CH2:1]([C:3]1[CH:4]=[C:5]([CH2:11][C@@H:12]([NH:16][C:17]([N:19]2[CH2:24][CH2:23][CH:22]([N:25]3[CH2:31][CH2:30][C:29]4[CH:32]=[CH:33][CH:34]=[CH:35][C:28]=4[NH:27][C:26]3=[O:36])[CH2:21][CH2:20]2)=[O:18])[C:13](O)=[O:14])[CH:6]=[CH:7][C:8]=1[CH2:9][CH3:10])[CH3:2].[N:37]1([CH2:49][C:50]([O:52][CH2:53][CH3:54])=[O:51])[CH2:42][CH2:41][CH:40]([CH:43]2[CH2:48][CH2:47][NH:46][CH2:45][CH2:44]2)[CH2:39][CH2:38]1, predict the reaction product. (2) Given the reactants [CH:1]1([CH:7]([NH:24][C:25]2[CH:33]=[CH:32][C:28](C(O)=O)=[CH:27][CH:26]=2)[C:8]2[CH:12]=[C:11]([C:13]3[CH:18]=[CH:17][C:16]([S:19]([CH3:22])(=[O:21])=[O:20])=[CH:15][CH:14]=3)[O:10][C:9]=2[CH3:23])[CH2:6][CH2:5][CH2:4][CH2:3][CH2:2]1.[CH3:34][NH:35][CH2:36][CH2:37][C:38]([O:40]CC)=[O:39].Cl.C(N=C=NCCCN(C)C)C.O.[OH:56][C:57]1C2N=NNC=2C=CC=1, predict the reaction product. The product is: [CH:1]1([CH:7]([NH:24][C:25]2[CH:33]=[CH:32][C:28]([C:57]([N:35]([CH3:34])[CH2:36][CH2:37][C:38]([OH:40])=[O:39])=[O:56])=[CH:27][CH:26]=2)[C:8]2[CH:12]=[C:11]([C:13]3[CH:14]=[CH:15][C:16]([S:19]([CH3:22])(=[O:20])=[O:21])=[CH:17][CH:18]=3)[O:10][C:9]=2[CH3:23])[CH2:2][CH2:3][CH2:4][CH2:5][CH2:6]1.